Dataset: NCI-60 drug combinations with 297,098 pairs across 59 cell lines. Task: Regression. Given two drug SMILES strings and cell line genomic features, predict the synergy score measuring deviation from expected non-interaction effect. (1) Cell line: SK-MEL-2. Drug 1: COC1=C(C=C2C(=C1)N=CN=C2NC3=CC(=C(C=C3)F)Cl)OCCCN4CCOCC4. Synergy scores: CSS=34.5, Synergy_ZIP=-0.704, Synergy_Bliss=4.23, Synergy_Loewe=3.55, Synergy_HSA=4.39. Drug 2: C1C(C(OC1N2C=C(C(=O)NC2=O)F)CO)O. (2) Drug 1: CC1=C(C=C(C=C1)NC2=NC=CC(=N2)N(C)C3=CC4=NN(C(=C4C=C3)C)C)S(=O)(=O)N.Cl. Drug 2: C1C(C(OC1N2C=NC(=NC2=O)N)CO)O. Cell line: IGROV1. Synergy scores: CSS=-3.37, Synergy_ZIP=-0.680, Synergy_Bliss=-3.95, Synergy_Loewe=-5.80, Synergy_HSA=-4.55.